From a dataset of Full USPTO retrosynthesis dataset with 1.9M reactions from patents (1976-2016). Predict the reactants needed to synthesize the given product. Given the product [S:18]1[CH:19]=[CH:20][CH:21]=[C:17]1[S:14]([N:11]1[CH2:12][CH2:13][N:8]([C:7]2[CH:6]=[CH:5][C:4]([C:22]([OH:31])([C:27]([F:30])([F:29])[F:28])[C:23]([F:26])([F:25])[F:24])=[CH:3][C:2]=2[C:34]#[C:33][CH2:32][OH:35])[CH2:9][CH2:10]1)(=[O:16])=[O:15], predict the reactants needed to synthesize it. The reactants are: Br[C:2]1[CH:3]=[C:4]([C:22]([OH:31])([C:27]([F:30])([F:29])[F:28])[C:23]([F:26])([F:25])[F:24])[CH:5]=[CH:6][C:7]=1[N:8]1[CH2:13][CH2:12][N:11]([S:14]([C:17]2[S:18][CH:19]=[CH:20][CH:21]=2)(=[O:16])=[O:15])[CH2:10][CH2:9]1.[CH2:32]([OH:35])[C:33]#[CH:34].C(NCC)C.C1(P(C2C=CC=CC=2)C2C=CC=CC=2)C=CC=CC=1.